Task: Predict the reaction yield, written as a fraction of the theoretical maximum amount of product (1.0 means a 100% yield; for example, 0.34 means a 34% yield).. Dataset: Reaction yield outcomes from USPTO patents with 853,638 reactions (1) The reactants are [NH2:1][C:2]1[S:6][N:5]=[C:4]([CH3:7])[C:3]=1[C:8]([NH:10][C:11]1[CH:12]=[N:13][C:14]([O:17][CH3:18])=[CH:15][CH:16]=1)=[O:9].Cl[C:20]1[CH:29]=[N:28][C:27]2[C:22](=[CH:23][CH:24]=[C:25]([Cl:30])[CH:26]=2)[N:21]=1.C(=O)([O-])[O-].[Cs+].[Cs+].CC1(C)C2C(=C(P(C3C=CC=CC=3)C3C=CC=CC=3)C=CC=2)OC2C(P(C3C=CC=CC=3)C3C=CC=CC=3)=CC=CC1=2. The catalyst is O1CCOCC1.CN(C=O)C.C([O-])(=O)C.[Pd+2].C([O-])(=O)C. The product is [Cl:30][C:25]1[CH:26]=[C:27]2[C:22](=[CH:23][CH:24]=1)[N:21]=[C:20]([NH:1][C:2]1[S:6][N:5]=[C:4]([CH3:7])[C:3]=1[C:8]([NH:10][C:11]1[CH:12]=[N:13][C:14]([O:17][CH3:18])=[CH:15][CH:16]=1)=[O:9])[CH:29]=[N:28]2. The yield is 0.290. (2) The reactants are [CH3:1][O:2][C:3]1[C:12]([NH:13][C:14](=[O:22])OC2C=CC=CC=2)=[N:11][C:10]2[C:5](=[CH:6][CH:7]=[CH:8][CH:9]=2)[N:4]=1.[CH2:23]([C:27]1[CH:32]=[CH:31][C:30]([N:33]2[CH2:38][CH2:37][NH:36][CH2:35][CH2:34]2)=[CH:29][CH:28]=1)[CH2:24][CH2:25][CH3:26]. No catalyst specified. The product is [CH3:1][O:2][C:3]1[C:12]([NH:13][C:14]([N:36]2[CH2:37][CH2:38][N:33]([C:30]3[CH:31]=[CH:32][C:27]([CH2:23][CH2:24][CH2:25][CH3:26])=[CH:28][CH:29]=3)[CH2:34][CH2:35]2)=[O:22])=[N:11][C:10]2[C:5](=[CH:6][CH:7]=[CH:8][CH:9]=2)[N:4]=1. The yield is 0.654.